From a dataset of Forward reaction prediction with 1.9M reactions from USPTO patents (1976-2016). Predict the product of the given reaction. (1) Given the reactants [N:1]1[CH:6]=[CH:5][C:4]([C:7]2[CH:15]=[CH:14][CH:13]=[C:12]3[C:8]=2[CH2:9][C:10](=[O:16])[NH:11]3)=[CH:3][CH:2]=1.[CH2:17]([O:19][C:20]([C:22]1[NH:23][C:24]([CH:33]=O)=[C:25]([CH2:28][CH2:29][C:30]([OH:32])=[O:31])[C:26]=1[CH3:27])=[O:21])[CH3:18], predict the reaction product. The product is: [CH2:17]([O:19][C:20]([C:22]1[NH:23][C:24]([CH:33]=[C:9]2[C:8]3[C:12](=[CH:13][CH:14]=[CH:15][C:7]=3[C:4]3[CH:5]=[CH:6][N:1]=[CH:2][CH:3]=3)[NH:11][C:10]2=[O:16])=[C:25]([CH2:28][CH2:29][C:30]([OH:32])=[O:31])[C:26]=1[CH3:27])=[O:21])[CH3:18]. (2) Given the reactants [CH3:1][C:2]([CH3:5])([O-:4])[CH3:3].[K+].C1[O:9]C1CO.[CH2:12]([O:19][C:20]1[CH:25]=[CH:24][C:23]([N+:26]([O-:28])=[O:27])=[C:22](F)[CH:21]=1)[C:13]1[CH:18]=[CH:17][CH:16]=[CH:15][CH:14]=1.O, predict the reaction product. The product is: [CH2:12]([O:19][C:20]1[CH:25]=[CH:24][C:23]([N+:26]([O-:28])=[O:27])=[C:22]([CH:21]=1)[O:9][CH2:1][C:2]1([CH3:5])[CH2:3][O:4]1)[C:13]1[CH:18]=[CH:17][CH:16]=[CH:15][CH:14]=1. (3) Given the reactants C(N(C(=O)C1C=CC(O)=CC=1)C1[CH:9]=[C:8]([O:10][CH3:11])[CH:7]=[CH:6][C:5]=1[CH:12]1[CH2:21][CH2:20][C:19]2[CH:18]=[C:17]([O:22]C(=O)C(C)(C)C)[CH:16]=[CH:15][C:14]=2[CH2:13]1)C.Cl[CH2:39][C:40]([N:42]([CH2:44][CH3:45])[CH3:43])=O, predict the reaction product. The product is: [CH2:44]([N:42]([CH2:40][C:39]1[CH:19]=[CH:18][C:17]([O:22][CH2:39][CH2:40][N:42]([CH2:44][CH3:45])[CH3:43])=[CH:16][CH:15]=1)[C:43]1[CH:9]=[C:8]([O:10][CH3:11])[CH:7]=[CH:6][C:5]=1[CH:12]1[CH2:21][CH2:20][C:19]2[CH:18]=[C:17]([OH:22])[CH:16]=[CH:15][C:14]=2[CH2:13]1)[CH3:45].